Dataset: Forward reaction prediction with 1.9M reactions from USPTO patents (1976-2016). Task: Predict the product of the given reaction. (1) The product is: [CH3:12][O:11][CH2:10][CH2:9][O:8][C:6]1[CH:5]=[CH:4][C:3]([CH3:13])=[C:2]([C:22]2[C:23]3[CH:30]=[C:29]([CH:31]=[O:32])[CH:28]=[CH:27][C:24]=3[S:25][CH:26]=2)[CH:7]=1. Given the reactants Br[C:2]1[CH:7]=[C:6]([O:8][CH2:9][CH2:10][O:11][CH3:12])[CH:5]=[CH:4][C:3]=1[CH3:13].CC1(C)C(C)(C)OB([C:22]2[C:23]3[CH:30]=[C:29]([CH2:31][OH:32])[CH:28]=[CH:27][C:24]=3[S:25][CH:26]=2)O1.C([O-])([O-])=O.[Cs+].[Cs+], predict the reaction product. (2) Given the reactants [NH2:1][C:2]1[C:10]([O:11][CH3:12])=[CH:9][CH:8]=[CH:7][C:3]=1[C:4]([OH:6])=O.[CH3:13][NH2:14].[CH3:15][O:16][C:17]1[CH:24]=[CH:23][C:20]([CH:21]=O)=[CH:19][CH:18]=1.OC1[CH2:31][CH2:30][N:29](C(OC(C)(C)C)=O)[CH2:28][CH2:27]1.[C:39]1(=O)[CH2:42][CH2:41][CH2:40]1, predict the reaction product. The product is: [CH3:12][O:11][C:10]1[CH:9]=[CH:8][CH:7]=[C:3]2[C:2]=1[N:1]=[C:21]([C:20]1[CH:23]=[CH:24][C:17]([O:16][CH:15]3[CH2:31][CH2:30][N:29]([CH:39]4[CH2:42][CH2:41][CH2:40]4)[CH2:28][CH2:27]3)=[CH:18][CH:19]=1)[N:14]([CH3:13])[C:4]2=[O:6].